Dataset: Forward reaction prediction with 1.9M reactions from USPTO patents (1976-2016). Task: Predict the product of the given reaction. (1) Given the reactants Br[C:2]1[CH:8]=[C:7]([F:9])[C:5]([NH2:6])=[C:4]([Cl:10])[C:3]=1[F:11].[O:12]1[CH2:17][CH2:16][CH2:15][CH2:14][CH:13]1[N:18]1[C:22](B2OC(C)(C)C(C)(C)O2)=[CH:21][CH:20]=[N:19]1.C(=O)([O-])[O-].[Na+].[Na+], predict the reaction product. The product is: [Cl:10][C:4]1[C:3]([F:11])=[C:2]([C:22]2[N:18]([CH:13]3[CH2:14][CH2:15][CH2:16][CH2:17][O:12]3)[N:19]=[CH:20][CH:21]=2)[CH:8]=[C:7]([F:9])[C:5]=1[NH2:6]. (2) Given the reactants [CH:1]1[CH:6]=[CH:5][CH:4]=[CH:3][CH:2]=1.C1(O)CCCCC1.[C:14]([O:17]CC)(=[O:16])[CH3:15], predict the reaction product. The product is: [C:14]([O:17][CH:1]1[CH2:6][CH2:5][CH2:4][CH2:3][CH2:2]1)(=[O:16])[CH3:15]. (3) Given the reactants [Br:1][C:2]1[CH:3]=[CH:4][C:5]2[C:6]3[N:15]([CH2:16][C@@H:17]4[CH2:21][O:20][C:19]([CH3:23])([CH3:22])[O:18]4)[C:14]([CH2:24][O:25][CH2:26][CH3:27])=[N:13][C:7]=3[C:8]([NH2:12])=[N:9][C:10]=2[CH:11]=1, predict the reaction product. The product is: [BrH:1].[CH3:22][C:19]1([CH3:23])[O:18][C@H:17]([CH2:16][N:15]2[C:6]3[C:5]4[CH:4]=[CH:3][CH:2]=[CH:11][C:10]=4[N:9]=[C:8]([NH2:12])[C:7]=3[N:13]=[C:14]2[CH2:24][O:25][CH2:26][CH3:27])[CH2:21][O:20]1. (4) Given the reactants [NH2:1][C:2]1[CH:17]=[C:16]([Br:18])[CH:15]=[CH:14][C:3]=1[C:4]([NH:6][C:7]1[CH:12]=[CH:11][C:10]([Cl:13])=[CH:9][CH:8]=1)=[O:5].C(OC([N:26]1[CH2:31][CH2:30][C:29](=O)[CH2:28][CH2:27]1)=O)(C)(C)C.O.[C:34]1([CH3:44])[CH:39]=[CH:38][C:37]([S:40]([OH:43])(=[O:42])=[O:41])=[CH:36][CH:35]=1, predict the reaction product. The product is: [S:40]([C:37]1[CH:38]=[CH:39][C:34]([CH3:44])=[CH:35][CH:36]=1)([OH:43])(=[O:42])=[O:41].[Br:18][C:16]1[CH:17]=[C:2]2[C:3]([C:4](=[O:5])[N:6]([C:7]3[CH:8]=[CH:9][C:10]([Cl:13])=[CH:11][CH:12]=3)[C:29]3([CH2:30][CH2:31][NH:26][CH2:27][CH2:28]3)[NH:1]2)=[CH:14][CH:15]=1. (5) Given the reactants Cl[C:2]1[N:7]=[C:6]2[C:8]3[C:14]([O:15][CH3:16])=[CH:13][CH:12]=[CH:11][C:9]=3[O:10][C:5]2=[CH:4][CH:3]=1.[CH:17]([C:20]1[CH:25]=[CH:24][CH:23]=[C:22]([CH:26]([CH3:28])[CH3:27])[C:21]=1[N:29]1[C:33]2[CH:34]=[CH:35][CH:36]=[CH:37][C:32]=2[N:31]=[C:30]1[C:38]1[CH:43]=[CH:42][CH:41]=[C:40](B2OC(C)(C)C(C)(C)O2)[CH:39]=1)([CH3:19])[CH3:18].P([O-])([O-])([O-])=O.[K+].[K+].[K+].C1(C)C=CC=CC=1, predict the reaction product. The product is: [CH:17]([C:20]1[CH:25]=[CH:24][CH:23]=[C:22]([CH:26]([CH3:28])[CH3:27])[C:21]=1[N:29]1[C:33]2[CH:34]=[CH:35][CH:36]=[CH:37][C:32]=2[N:31]=[C:30]1[C:38]1[CH:39]=[C:40]([C:2]2[N:7]=[C:6]3[C:8]4[C:14]([O:15][CH3:16])=[CH:13][CH:12]=[CH:11][C:9]=4[O:10][C:5]3=[CH:4][CH:3]=2)[CH:41]=[CH:42][CH:43]=1)([CH3:18])[CH3:19]. (6) Given the reactants C(N(CC)CC)C.[C:8]([C:10]1[CH:50]=[CH:49][C:13]([CH2:14][C@@:15]2([CH3:48])[N:19]3[C:20]([S:23]([N:26]4[CH2:30][CH2:29][CH2:28][C@H:27]4[C:31]([NH:33][C@H:34](C)[C:35](O)=[O:36])=[O:32])(=[O:25])=[O:24])=[CH:21][N:22]=[C:18]3[N:17]([C:39]3[CH:44]=[C:43]([Cl:45])[CH:42]=[C:41]([Cl:46])[CH:40]=3)[C:16]2=[O:47])=[CH:12][CH:11]=1)#[N:9], predict the reaction product. The product is: [OH:36][CH2:35][CH2:34][NH:33][C:31]([C@@H:27]1[CH2:28][CH2:29][CH2:30][N:26]1[S:23]([C:20]1[N:19]2[C@@:15]([CH2:14][C:13]3[CH:12]=[CH:11][C:10]([C:8]#[N:9])=[CH:50][CH:49]=3)([CH3:48])[C:16](=[O:47])[N:17]([C:39]3[CH:40]=[C:41]([Cl:46])[CH:42]=[C:43]([Cl:45])[CH:44]=3)[C:18]2=[N:22][CH:21]=1)(=[O:24])=[O:25])=[O:32]. (7) Given the reactants [Na].C(O[C:5](=O)[C:6]([O:8][CH2:9][CH3:10])=[O:7])C.[CH2:12]([C:16](C)=[O:17])[CH:13]([CH3:15])[CH3:14], predict the reaction product. The product is: [CH2:9]([O:8][C:6](=[O:7])[CH2:5][C:16](=[O:17])[CH2:12][CH:13]([CH3:15])[CH3:14])[CH3:10]. (8) Given the reactants [CH3:1][CH:2]([C:4]1[CH2:13][CH2:12][C@H:11]2[C:6](=[CH:7][CH2:8][C@H:9]3[C@@:17]([C:19]([OH:21])=[O:20])([CH3:18])[CH2:16][CH2:15][CH2:14][C@@:10]32[CH3:22])[CH:5]=1)[CH3:3].CO.C(O)C.C(O)=CC, predict the reaction product. The product is: [CH3:3][CH:2]([C:4]1[CH:13]=[CH:12][C:11]2[C@@:10]3([CH3:22])[CH2:14][CH2:15][CH2:16][C@:17]([C:19]([OH:21])=[O:20])([CH3:18])[C@@H:9]3[CH2:8][CH2:7][C:6]=2[CH:5]=1)[CH3:1].